Dataset: Catalyst prediction with 721,799 reactions and 888 catalyst types from USPTO. Task: Predict which catalyst facilitates the given reaction. (1) Reactant: [CH2:1]([O:8][C:9]1[CH:14]=[CH:13][C:12](/[CH:15]=[CH:16]/[C:17]([CH:19]2[CH2:21][CH2:20]2)=[O:18])=[CH:11][CH:10]=1)[C:2]1[CH:7]=[CH:6][CH:5]=[CH:4][CH:3]=1.CC(C)=[O:24].OO.[OH-].[Na+]. Product: [CH2:1]([O:8][C:9]1[CH:10]=[CH:11][C:12]([C@@H:15]2[O:24][C@H:16]2[C:17]([CH:19]2[CH2:21][CH2:20]2)=[O:18])=[CH:13][CH:14]=1)[C:2]1[CH:3]=[CH:4][CH:5]=[CH:6][CH:7]=1. The catalyst class is: 88. (2) Reactant: [Cl:1][C:2]1[CH:29]=[CH:28][C:5]2[N:6]([CH:23]3[CH2:27][CH2:26][NH:25][CH2:24]3)[C:7]([CH2:9][N:10]3[C:14]4=[CH:15][N:16]=[CH:17][CH:18]=[C:13]4[C:12]([S:19]([CH3:22])(=[O:21])=[O:20])=[N:11]3)=[N:8][C:4]=2[CH:3]=1.[C:30](OC(=O)C)(=[O:32])[CH3:31].O. Product: [Cl:1][C:2]1[CH:29]=[CH:28][C:5]2[N:6]([CH:23]3[CH2:27][CH2:26][N:25]([C:30](=[O:32])[CH3:31])[CH2:24]3)[C:7]([CH2:9][N:10]3[C:14]4=[CH:15][N:16]=[CH:17][CH:18]=[C:13]4[C:12]([S:19]([CH3:22])(=[O:20])=[O:21])=[N:11]3)=[N:8][C:4]=2[CH:3]=1. The catalyst class is: 64. (3) Reactant: [F:1][C:2]([F:22])([F:21])[S:3]([CH:6]([S:14]([C:17]([F:20])([F:19])[F:18])(=[O:16])=[O:15])[S:7]([C:10]([F:13])([F:12])[F:11])(=[O:9])=[O:8])(=[O:5])=[O:4].O.[OH-].[Li+:25]. Product: [C-:6]([S:3]([C:2]([F:22])([F:1])[F:21])(=[O:5])=[O:4])([S:14]([C:17]([F:18])([F:19])[F:20])(=[O:15])=[O:16])[S:7]([C:10]([F:13])([F:12])[F:11])(=[O:8])=[O:9].[Li+:25]. The catalyst class is: 6.